Dataset: NCI-60 drug combinations with 297,098 pairs across 59 cell lines. Task: Regression. Given two drug SMILES strings and cell line genomic features, predict the synergy score measuring deviation from expected non-interaction effect. (1) Drug 1: CC1=C2C(C(=O)C3(C(CC4C(C3C(C(C2(C)C)(CC1OC(=O)C(C(C5=CC=CC=C5)NC(=O)OC(C)(C)C)O)O)OC(=O)C6=CC=CC=C6)(CO4)OC(=O)C)OC)C)OC. Drug 2: C1CCN(CC1)CCOC2=CC=C(C=C2)C(=O)C3=C(SC4=C3C=CC(=C4)O)C5=CC=C(C=C5)O. Cell line: COLO 205. Synergy scores: CSS=57.6, Synergy_ZIP=9.37, Synergy_Bliss=7.43, Synergy_Loewe=-32.5, Synergy_HSA=5.06. (2) Drug 1: CCC1(CC2CC(C3=C(CCN(C2)C1)C4=CC=CC=C4N3)(C5=C(C=C6C(=C5)C78CCN9C7C(C=CC9)(C(C(C8N6C)(C(=O)OC)O)OC(=O)C)CC)OC)C(=O)OC)O.OS(=O)(=O)O. Drug 2: CC=C1C(=O)NC(C(=O)OC2CC(=O)NC(C(=O)NC(CSSCCC=C2)C(=O)N1)C(C)C)C(C)C. Cell line: SN12C. Synergy scores: CSS=21.0, Synergy_ZIP=2.24, Synergy_Bliss=1.03, Synergy_Loewe=-37.2, Synergy_HSA=-1.93. (3) Drug 1: C1=CN(C=N1)CC(O)(P(=O)(O)O)P(=O)(O)O. Drug 2: CN(CC1=CN=C2C(=N1)C(=NC(=N2)N)N)C3=CC=C(C=C3)C(=O)NC(CCC(=O)O)C(=O)O. Cell line: SF-295. Synergy scores: CSS=68.3, Synergy_ZIP=14.0, Synergy_Bliss=9.40, Synergy_Loewe=-20.6, Synergy_HSA=9.23. (4) Drug 1: C1=C(C(=O)NC(=O)N1)N(CCCl)CCCl. Drug 2: C1C(C(OC1N2C=C(C(=O)NC2=O)F)CO)O. Cell line: SW-620. Synergy scores: CSS=47.2, Synergy_ZIP=-6.00, Synergy_Bliss=-6.53, Synergy_Loewe=-0.856, Synergy_HSA=1.11.